This data is from Catalyst prediction with 721,799 reactions and 888 catalyst types from USPTO. The task is: Predict which catalyst facilitates the given reaction. (1) Reactant: Cl.C(OC([C:9]1(C(OC(C)(C)C)=O)[NH:14][C:13]([NH:15]C(=O)[O-])=[C:12]([C:19]2[O:23][N:22]=[C:21]([C:24]3[CH:29]=[CH:28][C:27]([CH2:30][N:31](C(OC(C)(C)C)=O)[CH3:32])=[CH:26][CH:25]=3)[CH:20]=2)[N:11]=[C:10]1[C:40]1[CH:45]=[CH:44][C:43](=[O:46])[N:42]([CH:47]([CH3:55])[C:48]([N:50]([CH2:53][CH3:54])[CH2:51][CH3:52])=[O:49])[CH:41]=1)=O)(C)(C)C. Product: [NH2:15][C:13]1[N:14]=[CH:9][C:10]([C:40]2[CH:45]=[CH:44][C:43](=[O:46])[N:42]([CH:47]([CH3:55])[C:48]([N:50]([CH2:53][CH3:54])[CH2:51][CH3:52])=[O:49])[CH:41]=2)=[N:11][C:12]=1[C:19]1[O:23][N:22]=[C:21]([C:24]2[CH:25]=[CH:26][C:27]([CH2:30][NH:31][CH3:32])=[CH:28][CH:29]=2)[CH:20]=1. The catalyst class is: 2. (2) Reactant: [C:1]([O:5][C:6](=[O:46])[CH2:7][N:8]([CH2:38][C:39](=[O:45])[O:40][C:41]([CH3:44])([CH3:43])[CH3:42])[CH2:9][CH2:10][N:11]1[CH2:19][CH2:18][N:17]([CH2:20][C:21]([O:23][C:24]([CH3:27])([CH3:26])[CH3:25])=[O:22])[CH2:16][CH2:15][N:14](C(OCC2C=CC=CC=2)=O)[CH2:13][CH2:12]1)([CH3:4])([CH3:3])[CH3:2].OCC1(OC[C@@H](O)[C@@H](O)[C@H]1O)O. Product: [C:1]([O:5][C:6](=[O:46])[CH2:7][N:8]([CH2:9][CH2:10][N:11]1[CH2:12][CH2:13][NH:14][CH2:15][CH2:16][N:17]([CH2:20][C:21]([O:23][C:24]([CH3:27])([CH3:26])[CH3:25])=[O:22])[CH2:18][CH2:19]1)[CH2:38][C:39]([O:40][C:41]([CH3:42])([CH3:43])[CH3:44])=[O:45])([CH3:2])([CH3:3])[CH3:4]. The catalyst class is: 29. (3) Reactant: [C:1]1([S:7]([N:10]2[C:14]3[C:15]([Cl:23])=[N:16][C:17]([N+:20]([O-:22])=[O:21])=[C:18]([OH:19])[C:13]=3[CH:12]=[CH:11]2)(=[O:9])=[O:8])[CH:6]=[CH:5][CH:4]=[CH:3][CH:2]=1.C1C=CC(P(C2C=CC=CC=2)C2C=CC=CC=2)=CC=1.[Cl:43][C:44]1[C:49]([F:50])=[CH:48][CH:47]=[C:46]([Cl:51])[C:45]=1[C@@H:52](O)[CH3:53].CC(OC(/N=N/C(OC(C)C)=O)=O)C. Product: [C:1]1([S:7]([N:10]2[C:14]3=[C:15]([Cl:23])[N:16]=[C:17]([N+:20]([O-:22])=[O:21])[C:18]([O:19][C@@H:52]([C:45]4[C:46]([Cl:51])=[CH:47][CH:48]=[C:49]([F:50])[C:44]=4[Cl:43])[CH3:53])=[C:13]3[CH:12]=[CH:11]2)(=[O:8])=[O:9])[CH:2]=[CH:3][CH:4]=[CH:5][CH:6]=1. The catalyst class is: 1. (4) Reactant: [CH3:1][O:2][C:3](=[O:32])/[CH:4]=[CH:5]/[C:6]1[CH:11]=[CH:10][C:9]([CH2:12][N:13]2[CH2:18][CH2:17][CH2:16][CH:15]([C:19]3[C:27]4[C:22](=[CH:23][CH:24]=[CH:25][CH:26]=4)[NH:21][C:20]=3[C:28]([CH3:30])=[CH2:29])[CH2:14]2)=[C:8]([F:31])[CH:7]=1. Product: [CH3:1][O:2][C:3](=[O:32])[CH2:4][CH2:5][C:6]1[CH:11]=[CH:10][C:9]([CH2:12][N:13]2[CH2:18][CH2:17][CH2:16][CH:15]([C:19]3[C:27]4[C:22](=[CH:23][CH:24]=[CH:25][CH:26]=4)[NH:21][C:20]=3[CH:28]([CH3:29])[CH3:30])[CH2:14]2)=[C:8]([F:31])[CH:7]=1. The catalyst class is: 43. (5) Reactant: C([O:8][C:9]1[CH:14]=[C:13]([CH3:15])[C:12]([C:16]2[C:24](=[O:25])[CH:23]3[CH:18]([CH:19]4[CH2:27][CH2:26][CH:22]3[CH2:21][CH2:20]4)[C:17]=2[O:28][C:29](=[O:34])[C:30]([CH3:33])([CH3:32])[CH3:31])=[C:11]([CH3:35])[CH:10]=1)C1C=CC=CC=1.[H][H]. Product: [OH:8][C:9]1[CH:14]=[C:13]([CH3:15])[C:12]([C:16]2[C:24](=[O:25])[CH:23]3[CH:18]([CH:19]4[CH2:27][CH2:26][CH:22]3[CH2:21][CH2:20]4)[C:17]=2[O:28][C:29](=[O:34])[C:30]([CH3:31])([CH3:32])[CH3:33])=[C:11]([CH3:35])[CH:10]=1. The catalyst class is: 19.